Dataset: Full USPTO retrosynthesis dataset with 1.9M reactions from patents (1976-2016). Task: Predict the reactants needed to synthesize the given product. Given the product [Cl:5][C:6]1[CH:7]=[C:8]2[C:12](=[CH:13][CH:14]=1)[C:11](=[O:15])[N:10]([C:16]1[CH:17]=[N:18][CH:19]=[C:20]([CH2:22][Cl:3])[CH:21]=1)[C:9]2([CH3:25])[CH3:24], predict the reactants needed to synthesize it. The reactants are: S(Cl)([Cl:3])=O.[Cl:5][C:6]1[CH:7]=[C:8]2[C:12](=[CH:13][CH:14]=1)[C:11](=[O:15])[N:10]([C:16]1[CH:17]=[N:18][CH:19]=[C:20]([CH2:22]O)[CH:21]=1)[C:9]2([CH3:25])[CH3:24].